From a dataset of Reaction yield outcomes from USPTO patents with 853,638 reactions. Predict the reaction yield, written as a fraction of the theoretical maximum amount of product (1.0 means a 100% yield; for example, 0.34 means a 34% yield). (1) The reactants are [CH3:1][O:2][C:3]([C:5]1[C:15]2[O:14][C:13]3[C:16]([CH:22]=[O:23])=[C:17]([OH:21])[CH:18]=[C:19]([CH3:20])[C:12]=3[C:11](=[O:24])[O:10][C:9]=2[C:8]([CH3:25])=[C:7]([OH:26])[CH:6]=1)=[O:4].[C:27]([O-])([O-])=O.[K+].[K+].CI. The catalyst is CC(C)=O. The product is [CH3:1][O:2][C:3]([C:5]1[C:15]2[O:14][C:13]3[C:16]([CH:22]=[O:23])=[C:17]([OH:21])[CH:18]=[C:19]([CH3:20])[C:12]=3[C:11](=[O:24])[O:10][C:9]=2[C:8]([CH3:25])=[C:7]([O:26][CH3:27])[CH:6]=1)=[O:4]. The yield is 0.840. (2) The catalyst is CC(C)=O. The reactants are Br[CH2:2][CH2:3][CH2:4][CH2:5][B:6]1[O:10][C:9]([CH3:12])([CH3:11])[C:8]([CH3:14])([CH3:13])[O:7]1.[I-:15].[Na+]. The product is [I:15][CH2:2][CH2:3][CH2:4][CH2:5][B:6]1[O:10][C:9]([CH3:12])([CH3:11])[C:8]([CH3:14])([CH3:13])[O:7]1. The yield is 0.980. (3) The yield is 0.850. The catalyst is C(Cl)(Cl)Cl. The product is [CH2:1]([O:19][CH2:20][CH2:21][N:22]([CH2:28][CH2:29][O:30][CH2:31][CH2:32][CH2:33][CH2:34][CH2:35][CH2:36][CH2:37][CH2:38]/[CH:39]=[CH:40]\[CH2:41][CH2:42][CH2:43][CH2:44][CH2:45][CH2:46][CH2:47][CH3:48])[CH2:23][CH2:24][C:25]([NH2:50])=[O:26])[CH2:2][CH2:3][CH2:4][CH2:5][CH2:6][CH2:7][CH2:8]/[CH:9]=[CH:10]\[CH2:11][CH2:12][CH2:13][CH2:14][CH2:15][CH2:16][CH2:17][CH3:18]. The reactants are [CH2:1]([O:19][CH2:20][CH2:21][N:22]([CH2:28][CH2:29][O:30][CH2:31][CH2:32][CH2:33][CH2:34][CH2:35][CH2:36][CH2:37][CH2:38][CH:39]=[CH:40][CH2:41][CH2:42][CH2:43][CH2:44][CH2:45][CH2:46][CH2:47][CH3:48])[CH2:23][CH2:24][C:25](O)=[O:26])[CH2:2][CH2:3][CH2:4][CH2:5][CH2:6][CH2:7][CH2:8][CH:9]=[CH:10][CH2:11][CH2:12][CH2:13][CH2:14][CH2:15][CH2:16][CH2:17][CH3:18].C[N:50](C(ON1N=NC2C=CC=NC1=2)=[N+](C)C)C.F[P-](F)(F)(F)(F)F.CO.N.C(N(C(C)C)CC)(C)C. (4) The reactants are [N+]([C:4]1[CH:13]=[CH:12][CH:11]=[C:10]2[C:5]=1[C:6]([N:14]([CH2:28][CH2:29][N:30]([CH3:32])[CH3:31])[C:15](=[O:27])[C:16]1[CH:21]=[C:20]([O:22][CH3:23])[C:19]([O:24][CH3:25])=[CH:18][C:17]=1I)=[CH:7][CH:8]=[N:9]2)([O-])=O.C(Cl)(=O)C(Cl)=O.COC1C=C(C(I)=CC=1OC)C(O)=O.CN(C)CCNC1C2C(=CC=CC=2[N+]([O-])=O)N=CC=1.C(N(CC)CC)C. The catalyst is C(Cl)Cl. The product is [CH3:23][O:22][C:20]1[C:19]([O:24][CH3:25])=[CH:18][C:17]2[C:7]3[C:6](=[C:5]4[CH:4]=[CH:13][CH:12]=[CH:11][C:10]4=[N:9][CH:8]=3)[N:14]([CH2:28][CH2:29][N:30]([CH3:32])[CH3:31])[C:15](=[O:27])[C:16]=2[CH:21]=1. The yield is 0.730.